From a dataset of Full USPTO retrosynthesis dataset with 1.9M reactions from patents (1976-2016). Predict the reactants needed to synthesize the given product. Given the product [Br:1][C:2]1[CH:3]=[C:4]2[C:9](=[CH:10][C:11]=1[Cl:12])[N:8]=[C:7]([CH3:13])[N:6]=[C:5]2[N:14]1[CH2:19][CH2:18][N:17]([C:20]([O:22][C:23]([CH3:24])([CH3:26])[CH3:25])=[O:21])[CH:16]([C:27](=[O:29])[NH2:32])[CH2:15]1, predict the reactants needed to synthesize it. The reactants are: [Br:1][C:2]1[CH:3]=[C:4]2[C:9](=[CH:10][C:11]=1[Cl:12])[N:8]=[C:7]([CH3:13])[N:6]=[C:5]2[N:14]1[CH2:19][CH2:18][N:17]([C:20]([O:22][C:23]([CH3:26])([CH3:25])[CH3:24])=[O:21])[CH:16]([C:27]([OH:29])=O)[CH2:15]1.CC[N:32](CC)CC.ClC(OCC)=O.N.O.